Dataset: Catalyst prediction with 721,799 reactions and 888 catalyst types from USPTO. Task: Predict which catalyst facilitates the given reaction. (1) Reactant: C(OC(=O)[NH:7][CH2:8][C@@H:9]1[O:14][CH2:13][CH2:12][N:11]([C:15](=[O:24])[C:16]2[CH:21]=[CH:20][C:19]([Cl:22])=[C:18]([Cl:23])[CH:17]=2)[CH2:10]1)(C)(C)C.Cl. Product: [ClH:22].[Cl:23][C:18]1[CH:17]=[C:16]([CH:21]=[CH:20][C:19]=1[Cl:22])[C:15]([N:11]1[CH2:12][CH2:13][O:14][C@@H:9]([CH2:8][NH2:7])[CH2:10]1)=[O:24]. The catalyst class is: 12. (2) Reactant: [CH:1]([N:14]1[CH2:19][CH2:18][N:17]([C:20]([C@@H:22]2[CH2:24][C@H:23]2[C:25](O)=[O:26])=[O:21])[CH2:16][CH2:15]1)([C:8]1[CH:13]=[CH:12][CH:11]=[CH:10][CH:9]=1)[C:2]1[CH:7]=[CH:6][CH:5]=[CH:4][CH:3]=1.[C:28]([NH2:32])([CH3:31])([CH3:30])[CH3:29].C(N=C=NCCCN(C)C)C. Product: [CH:1]([N:14]1[CH2:15][CH2:16][N:17]([C:20]([C@@H:22]2[CH2:24][C@H:23]2[C:25]([NH:32][C:28]([CH3:31])([CH3:30])[CH3:29])=[O:26])=[O:21])[CH2:18][CH2:19]1)([C:2]1[CH:7]=[CH:6][CH:5]=[CH:4][CH:3]=1)[C:8]1[CH:9]=[CH:10][CH:11]=[CH:12][CH:13]=1. The catalyst class is: 119. (3) Reactant: Cl.[Cl:2][C:3]1[CH:8]=[CH:7][C:6]([CH:9]([NH:15][C:16]([C:18]2([NH:33]C(=O)OC(C)(C)C)[CH2:23][CH2:22][N:21]([C:24]3[C:25]4[CH:32]=[CH:31][NH:30][C:26]=4[N:27]=[CH:28][N:29]=3)[CH2:20][CH2:19]2)=[O:17])[CH2:10][CH2:11][N:12]([CH3:14])[CH3:13])=[CH:5][CH:4]=1. Product: [NH2:33][C:18]1([C:16]([NH:15][CH:9]([C:6]2[CH:7]=[CH:8][C:3]([Cl:2])=[CH:4][CH:5]=2)[CH2:10][CH2:11][N:12]([CH3:13])[CH3:14])=[O:17])[CH2:19][CH2:20][N:21]([C:24]2[C:25]3[CH:32]=[CH:31][NH:30][C:26]=3[N:27]=[CH:28][N:29]=2)[CH2:22][CH2:23]1. The catalyst class is: 61. (4) Reactant: [C:1]1([CH2:7][C:8]2([CH2:18][C:19]3[CH:24]=[CH:23][CH:22]=[CH:21][CH:20]=3)[CH:12]3[CH2:13][NH:14][CH2:15][CH2:16][N:11]3[C:10](=[O:17])[O:9]2)[CH:6]=[CH:5][CH:4]=[CH:3][CH:2]=1.C(N(CC)CC)C.[C:32](Cl)(=[O:40])[O:33][C:34]1[CH:39]=[CH:38][CH:37]=[CH:36][CH:35]=1.O. Product: [C:19]1([CH2:18][C:8]2([CH2:7][C:1]3[CH:2]=[CH:3][CH:4]=[CH:5][CH:6]=3)[CH:12]3[CH2:13][N:14]([C:32]([O:33][C:34]4[CH:39]=[CH:38][CH:37]=[CH:36][CH:35]=4)=[O:40])[CH2:15][CH2:16][N:11]3[C:10](=[O:17])[O:9]2)[CH:24]=[CH:23][CH:22]=[CH:21][CH:20]=1. The catalyst class is: 7.